Dataset: Peptide-MHC class I binding affinity with 185,985 pairs from IEDB/IMGT. Task: Regression. Given a peptide amino acid sequence and an MHC pseudo amino acid sequence, predict their binding affinity value. This is MHC class I binding data. The peptide sequence is ALCTFLLNK. The MHC is HLA-A03:01 with pseudo-sequence HLA-A03:01. The binding affinity (normalized) is 1.00.